Dataset: Reaction yield outcomes from USPTO patents with 853,638 reactions. Task: Predict the reaction yield, written as a fraction of the theoretical maximum amount of product (1.0 means a 100% yield; for example, 0.34 means a 34% yield). (1) The reactants are Cl[C:2]1[C:7]([CH2:8][C:9]([O:11][CH3:12])=[O:10])=[C:6]([Cl:13])[N:5]=[C:4]([CH2:14][C:15]2[CH:20]=[CH:19][C:18]([NH:21][C:22]([C:24]3[CH:33]=[CH:32][C:31]4[C:26](=[CH:27][CH:28]=[CH:29][CH:30]=4)[CH:25]=3)=[O:23])=[CH:17][CH:16]=2)[N:3]=1.[NH:34]1[CH2:38][CH2:37][CH2:36][CH2:35]1.C(N(CC)C(C)C)(C)C. The catalyst is CN(C=O)C. The product is [Cl:13][C:6]1[C:7]([CH2:8][C:9]([O:11][CH3:12])=[O:10])=[C:2]([N:34]2[CH2:38][CH2:37][CH2:36][CH2:35]2)[N:3]=[C:4]([CH2:14][C:15]2[CH:20]=[CH:19][C:18]([NH:21][C:22]([C:24]3[CH:33]=[CH:32][C:27]4[C:26](=[CH:31][CH:30]=[CH:29][CH:28]=4)[CH:25]=3)=[O:23])=[CH:17][CH:16]=2)[N:5]=1. The yield is 0.950. (2) The catalyst is C(#N)C. The yield is 1.00. The product is [CH2:14]([O:32][C:25]1[CH:24]=[CH:23][C:22]([O:21][CH3:20])=[CH:31][C:26]=1[C:27]([O:29][CH3:30])=[O:28])[CH:6]=[CH2:7]. The reactants are FC(F)(F)C(N[C@@H:6]1[C:14]2C(=CC=C(OC)C=2)C(=O)[CH2:7]1)=O.[CH3:20][O:21][C:22]1[CH:31]=[C:26]([C:27]([O:29][CH3:30])=[O:28])[C:25]([OH:32])=[CH:24][CH:23]=1.C(Br)C=C.C(=O)([O-])[O-].[Cs+].[Cs+]. (3) The reactants are N12CCCN=C1CCCCC2.Cl.[NH2:13][CH2:14][C:15]1[CH:23]=[CH:22][CH:21]=[C:20]2[C:16]=1[CH2:17][N:18]([CH:25]1[CH2:30][CH2:29][C:28](=[O:31])[NH:27][C:26]1=[O:32])[C:19]2=[O:24].[C:33]1([CH2:39][C:40](Cl)=[O:41])[CH:38]=[CH:37][CH:36]=[CH:35][CH:34]=1. The catalyst is C(#N)C. The product is [O:32]=[C:26]1[CH:25]([N:18]2[CH2:17][C:16]3[C:20](=[CH:21][CH:22]=[CH:23][C:15]=3[CH2:14][NH:13][C:40](=[O:41])[CH2:39][C:33]3[CH:38]=[CH:37][CH:36]=[CH:35][CH:34]=3)[C:19]2=[O:24])[CH2:30][CH2:29][C:28](=[O:31])[NH:27]1. The yield is 0.540. (4) The reactants are Cl[C:2]1[C:11]([CH3:12])=[CH:10][C:9]2[C:4](=[CH:5][CH:6]=[C:7]([O:13][CH3:14])[CH:8]=2)[N:3]=1.[CH3:15][O:16][C:17]([C:19]1[CH:24]=[CH:23][C:22](B(O)O)=[CH:21][CH:20]=1)=[O:18].CN(C=O)C. The catalyst is O.C1C=CC(P(C2C=CC=CC=2)[C-]2C=CC=C2)=CC=1.C1C=CC(P(C2C=CC=CC=2)[C-]2C=CC=C2)=CC=1.Cl[Pd]Cl.[Fe+2]. The product is [CH3:14][O:13][C:7]1[CH:8]=[C:9]2[C:4](=[CH:5][CH:6]=1)[N:3]=[C:2]([C:22]1[CH:23]=[CH:24][C:19]([C:17]([O:16][CH3:15])=[O:18])=[CH:20][CH:21]=1)[C:11]([CH3:12])=[CH:10]2. The yield is 0.250. (5) The reactants are [NH:1]1[C:9]2[C:4](=[C:5]([CH2:10][CH2:11][CH2:12][NH:13][C:14]3[N:19]=[C:18]([CH3:20])[C:17]([C:21]([NH:23][C@@H:24]([CH2:28][NH:29][C:30]([C:32]4[S:33][CH:34]=[CH:35][CH:36]=4)=[O:31])[C:25]([OH:27])=[O:26])=[O:22])=[C:16]([CH3:37])[N:15]=3)[CH:6]=[CH:7][CH:8]=2)[CH:3]=[N:2]1.I[CH2:39][CH2:40][CH2:41][CH2:42][CH3:43].C(=O)([O-])[O-].[K+].[K+]. The catalyst is CN(C=O)C.CCOC(C)=O. The product is [CH2:39]([O:26][C:25](=[O:27])[C@@H:24]([NH:23][C:21]([C:17]1[C:16]([CH3:37])=[N:15][C:14]([NH:13][CH2:12][CH2:11][CH2:10][C:5]2[CH:6]=[CH:7][CH:8]=[C:9]3[C:4]=2[CH:3]=[N:2][NH:1]3)=[N:19][C:18]=1[CH3:20])=[O:22])[CH2:28][NH:29][C:30]([C:32]1[S:33][CH:34]=[CH:35][CH:36]=1)=[O:31])[CH2:40][CH2:41][CH2:42][CH3:43]. The yield is 0.680. (6) The reactants are [CH2:1]([O:8][C:9]([C:11]1[C:16]([F:17])=[CH:15][C:14]([NH:18][S:19]([C:22]2[CH:23]=[CH:24][C:25]([C:28]([O:30]C)=O)=[N:26][CH:27]=2)(=[O:21])=[O:20])=[CH:13][C:12]=1[F:32])=[O:10])[C:2]1[CH:7]=[CH:6][CH:5]=[CH:4][CH:3]=1.O1CCCC1.[CH2:38]([NH2:40])[CH3:39]. The catalyst is O1CCCC1. The product is [CH2:38]([NH:40][C:28]([C:25]1[N:26]=[CH:27][C:22]([S:19]([NH:18][C:14]2[CH:13]=[C:12]([F:32])[C:11]([C:9]([O:8][CH2:1][C:2]3[CH:3]=[CH:4][CH:5]=[CH:6][CH:7]=3)=[O:10])=[C:16]([F:17])[CH:15]=2)(=[O:21])=[O:20])=[CH:23][CH:24]=1)=[O:30])[CH3:39]. The yield is 0.780. (7) The reactants are [N:1]1[CH:6]=[CH:5][C:4]([C:7]2[C:16]3[C:11](=[CH:12][CH:13]=[C:14]([CH:17]=O)[CH:15]=3)[N:10]=[CH:9][CH:8]=2)=[CH:3][CH:2]=1.C1(P(=[CH:38][C:39]([O:41][CH3:42])=[O:40])(C2C=CC=CC=2)C2C=CC=CC=2)C=CC=CC=1. The catalyst is CO. The product is [N:1]1[CH:2]=[CH:3][C:4]([C:7]2[C:16]3[C:11](=[CH:12][CH:13]=[C:14]([CH:17]=[CH:38][C:39]([O:41][CH3:42])=[O:40])[CH:15]=3)[N:10]=[CH:9][CH:8]=2)=[CH:5][CH:6]=1. The yield is 0.950. (8) The reactants are [F:1][C:2]1[CH:10]=[C:9]([F:11])[CH:8]=[CH:7][C:3]=1[C:4]([OH:6])=[O:5].[I:12]N1C(=O)CCC1=O.S([O-])([O-])(=O)=S.[Na+].[Na+]. The catalyst is S(=O)(=O)(O)O. The product is [F:1][C:2]1[CH:10]=[C:9]([F:11])[C:8]([I:12])=[CH:7][C:3]=1[C:4]([OH:6])=[O:5]. The yield is 0.800.